Dataset: Forward reaction prediction with 1.9M reactions from USPTO patents (1976-2016). Task: Predict the product of the given reaction. (1) Given the reactants Cl.[Cl:2][C:3]1[N:4]=[C:5]([C:10]([NH:12][C@H:13]2[CH2:18][CH2:17][NH:16][CH2:15][C@H:14]2[O:19][CH3:20])=[O:11])[NH:6][C:7]=1[CH2:8][CH3:9].F[C:22]1[CH:27]=[C:26]([C:28]([O:30][CH2:31][CH3:32])=[O:29])[CH:25]=[CH:24][N:23]=1.C(N(C(C)C)CC)(C)C, predict the reaction product. The product is: [Cl:2][C:3]1[N:4]=[C:5]([C:10]([NH:12][C@H:13]2[CH2:18][CH2:17][N:16]([C:22]3[CH:27]=[C:26]([C:28]([O:30][CH2:31][CH3:32])=[O:29])[CH:25]=[CH:24][N:23]=3)[CH2:15][C@H:14]2[O:19][CH3:20])=[O:11])[NH:6][C:7]=1[CH2:8][CH3:9]. (2) Given the reactants [CH:1]1([C:4]2[C:9]([C:10]3[CH:15]=[CH:14][C:13]([F:16])=[CH:12][CH:11]=3)=[C:8]([O:17][CH2:18][CH3:19])[N:7]=[C:6]([CH2:20][N:21]3[CH2:24][C:23]4([CH2:28][C:27]([N:29]5[CH2:34][CH2:33][C:32]([CH3:40])([C:35]([O:37]CC)=[O:36])[CH2:31][CH2:30]5)=[N:26][O:25]4)[CH2:22]3)[CH:5]=2)[CH2:3][CH2:2]1.[OH-].[Na+].C(O)C.Cl, predict the reaction product. The product is: [CH:1]1([C:4]2[C:9]([C:10]3[CH:15]=[CH:14][C:13]([F:16])=[CH:12][CH:11]=3)=[C:8]([O:17][CH2:18][CH3:19])[N:7]=[C:6]([CH2:20][N:21]3[CH2:22][C:23]4([CH2:28][C:27]([N:29]5[CH2:30][CH2:31][C:32]([CH3:40])([C:35]([OH:37])=[O:36])[CH2:33][CH2:34]5)=[N:26][O:25]4)[CH2:24]3)[CH:5]=2)[CH2:2][CH2:3]1. (3) Given the reactants Br[CH2:2][CH2:3][C:4]1[CH:9]=[CH:8][C:7]([N+:10]([O-:12])=[O:11])=[CH:6][CH:5]=1.[NH:13]1[CH2:18][CH2:17][O:16][CH2:15][CH2:14]1.[I-].[Na+], predict the reaction product. The product is: [N+:10]([C:7]1[CH:8]=[CH:9][C:4]([CH2:3][CH2:2][N:13]2[CH2:18][CH2:17][O:16][CH2:15][CH2:14]2)=[CH:5][CH:6]=1)([O-:12])=[O:11]. (4) Given the reactants Cl[C:2]1[CH:11]=[CH:10][C:9]2[C:4](=[CH:5][CH:6]=[C:7]([Cl:22])[C:8]=2[NH:12][C:13](=[O:21])[CH2:14][CH2:15][CH:16]2[CH2:20][CH2:19][CH2:18][CH2:17]2)[N:3]=1.[NH:23]1[CH2:27][CH2:26][C@H:25]([NH2:28])[CH2:24]1, predict the reaction product. The product is: [NH2:28][C@H:25]1[CH2:26][CH2:27][N:23]([C:2]2[CH:11]=[CH:10][C:9]3[C:4](=[CH:5][CH:6]=[C:7]([Cl:22])[C:8]=3[NH:12][C:13](=[O:21])[CH2:14][CH2:15][CH:16]3[CH2:20][CH2:19][CH2:18][CH2:17]3)[N:3]=2)[CH2:24]1. (5) Given the reactants [N+:1]([C:4]1[CH:12]=[CH:11][CH:10]=[C:9]2[C:5]=1[CH:6]=[CH:7][N:8]2[CH2:13][C:14]1[C:22]2[C:17](=[N:18][CH:19]=[CH:20][CH:21]=2)[NH:16][CH:15]=1)([O-:3])=[O:2].[CH3:23][C:24]([O:27][C:28](O[C:28]([O:27][C:24]([CH3:26])([CH3:25])[CH3:23])=[O:29])=[O:29])([CH3:26])[CH3:25].C(N(CC)CC)C, predict the reaction product. The product is: [N+:1]([C:4]1[CH:12]=[CH:11][CH:10]=[C:9]2[C:5]=1[CH:6]=[CH:7][N:8]2[CH2:13][C:14]1[C:22]2[C:17](=[N:18][CH:19]=[CH:20][CH:21]=2)[N:16]([C:28]([O:27][C:24]([CH3:26])([CH3:25])[CH3:23])=[O:29])[CH:15]=1)([O-:3])=[O:2]. (6) Given the reactants FC1C=CC(C(OC)=O)=C(C)C=1.[CH3:13][C@H:14]1[CH2:19][NH:18][CH2:17][C@@H:16]([CH3:20])[NH:15]1.C(OC(OC(C)(C)C)=O)(OC(C)(C)C)=O.N1C2C=CC=CC=2N=C1C1C=C(C=CC=1Cl)N.[NH:53]1[C:57]2[CH:58]=[CH:59][CH:60]=[CH:61][C:56]=2[N:55]=[C:54]1[C:62]1[CH:63]=[C:64]([NH:69][C:70](=[O:84])[C:71]2[CH:76]=[CH:75][C:74](N3CCNCC3)=[CH:73][C:72]=2[CH3:83])[CH:65]=[CH:66][C:67]=1[Cl:68], predict the reaction product. The product is: [NH:53]1[C:57]2[CH:58]=[CH:59][CH:60]=[CH:61][C:56]=2[N:55]=[C:54]1[C:62]1[CH:63]=[C:64]([NH:69][C:70](=[O:84])[C:71]2[CH:76]=[CH:75][C:74]([N:18]3[CH2:17][C@@H:16]([CH3:20])[NH:15][C@@H:14]([CH3:13])[CH2:19]3)=[CH:73][C:72]=2[CH3:83])[CH:65]=[CH:66][C:67]=1[Cl:68].